From a dataset of NCI-60 drug combinations with 297,098 pairs across 59 cell lines. Regression. Given two drug SMILES strings and cell line genomic features, predict the synergy score measuring deviation from expected non-interaction effect. (1) Drug 1: CCCS(=O)(=O)NC1=C(C(=C(C=C1)F)C(=O)C2=CNC3=C2C=C(C=N3)C4=CC=C(C=C4)Cl)F. Drug 2: C1=NC2=C(N=C(N=C2N1C3C(C(C(O3)CO)O)O)F)N. Cell line: TK-10. Synergy scores: CSS=2.62, Synergy_ZIP=-3.28, Synergy_Bliss=-4.94, Synergy_Loewe=-4.33, Synergy_HSA=-4.27. (2) Drug 1: CC1=C(C=C(C=C1)C(=O)NC2=CC(=CC(=C2)C(F)(F)F)N3C=C(N=C3)C)NC4=NC=CC(=N4)C5=CN=CC=C5. Drug 2: COC1=C2C(=CC3=C1OC=C3)C=CC(=O)O2. Cell line: SK-MEL-5. Synergy scores: CSS=5.08, Synergy_ZIP=-0.576, Synergy_Bliss=2.75, Synergy_Loewe=4.16, Synergy_HSA=3.41. (3) Drug 1: C1=CN(C(=O)N=C1N)C2C(C(C(O2)CO)O)O.Cl. Drug 2: COCCOC1=C(C=C2C(=C1)C(=NC=N2)NC3=CC=CC(=C3)C#C)OCCOC.Cl. Cell line: BT-549. Synergy scores: CSS=31.7, Synergy_ZIP=1.40, Synergy_Bliss=0.696, Synergy_Loewe=-9.90, Synergy_HSA=1.86.